Dataset: Forward reaction prediction with 1.9M reactions from USPTO patents (1976-2016). Task: Predict the product of the given reaction. (1) Given the reactants Cl[C:2]1[CH:7]=[C:6]([N:8]2[CH2:13][CH2:12][O:11][CH2:10][C@H:9]2[CH2:14][CH3:15])[N:5]=[C:4]([NH:16][CH3:17])[N:3]=1.[C:18]([C:20]1[CH:25]=[CH:24][C:23](B(O)O)=[CH:22][C:21]=1[F:29])#[N:19].C(Cl)Cl.C([O-])([O-])=O.[K+].[K+], predict the reaction product. The product is: [CH2:14]([C@@H:9]1[CH2:10][O:11][CH2:12][CH2:13][N:8]1[C:6]1[N:5]=[C:4]([NH:16][CH3:17])[N:3]=[C:2]([C:23]2[CH:24]=[CH:25][C:20]([C:18]#[N:19])=[C:21]([F:29])[CH:22]=2)[CH:7]=1)[CH3:15]. (2) The product is: [C:32]1([C:30]2[N:29]=[C:28]([C:38]3[CH:39]=[CH:40][CH:41]=[CH:42][CH:43]=3)[N:27]=[C:26]([C:21]3[CH:20]=[C:19]([C:58]4[CH:59]=[CH:60][CH:61]=[C:56]([C:51]5[CH:52]=[CH:53][CH:54]=[CH:55][N:50]=5)[CH:57]=4)[CH:24]=[C:23]([C:13]4[C:14]5[C:5]([C:6]6[CH:7]=[CH:8][CH:9]=[CH:10][C:11]=6[CH:12]=4)=[CH:4][CH:3]=[CH:2][CH:1]=5)[CH:22]=3)[N:31]=2)[CH:37]=[CH:36][CH:35]=[CH:34][CH:33]=1. Given the reactants [CH:1]1[C:14]2[CH:13]=[C:12](B(O)O)[C:11]3[C:6](=[CH:7][CH:8]=[CH:9][CH:10]=3)[C:5]=2[CH:4]=[CH:3][CH:2]=1.Br[C:19]1[CH:20]=[C:21]([C:26]2[N:31]=[C:30]([C:32]3[CH:37]=[CH:36][CH:35]=[CH:34][CH:33]=3)[N:29]=[C:28]([C:38]3[CH:43]=[CH:42][CH:41]=[CH:40][CH:39]=3)[N:27]=2)[CH:22]=[C:23](Br)[CH:24]=1.C([O-])([O-])=O.[K+].[K+].[N:50]1[CH:55]=[CH:54][CH:53]=[CH:52][C:51]=1[C:56]1[CH:57]=[C:58](B(O)O)[CH:59]=[CH:60][CH:61]=1, predict the reaction product. (3) The product is: [CH3:28][S:29]([C:32]1[CH:33]=[C:34]([NH:38][C:25]([C:24]2[CH:23]=[N:22][N:15]3[C:16]([C:18]([F:19])([F:20])[F:21])=[CH:17][C:12]([C:4]4[CH:5]=[CH:6][C:7]([C:8]([F:10])([F:9])[F:11])=[C:2]([Cl:1])[CH:3]=4)=[N:13][C:14]=23)=[O:26])[CH:35]=[CH:36][CH:37]=1)(=[O:30])=[O:31]. Given the reactants [Cl:1][C:2]1[CH:3]=[C:4]([C:12]2[CH:17]=[C:16]([C:18]([F:21])([F:20])[F:19])[N:15]3[N:22]=[CH:23][C:24]([C:25](O)=[O:26])=[C:14]3[N:13]=2)[CH:5]=[CH:6][C:7]=1[C:8]([F:11])([F:10])[F:9].[CH3:28][S:29]([C:32]1[CH:33]=[C:34]([NH2:38])[CH:35]=[CH:36][CH:37]=1)(=[O:31])=[O:30].Cl, predict the reaction product. (4) Given the reactants [F:1][C:2]1[CH:7]=[CH:6][C:5]([F:8])=[CH:4][C:3]=1[C:9]1[N:14]=[C:13]([NH:15][C:16]2[CH:21]=[CH:20][N:19]=[C:18]3[CH:22]=[N:23][NH:24][C:17]=23)[C:12]([CH3:25])=[C:11]([CH3:26])[N:10]=1.[N:27]([CH2:30][CH3:31])=[C:28]=[O:29], predict the reaction product. The product is: [F:1][C:2]1[CH:7]=[CH:6][C:5]([F:8])=[CH:4][C:3]=1[C:9]1[N:14]=[C:13]([NH:15][C:16]2[CH:21]=[CH:20][N:19]=[C:18]3[CH:22]=[N:23][N:24]([C:28]([NH:27][CH2:30][CH3:31])=[O:29])[C:17]=23)[C:12]([CH3:25])=[C:11]([CH3:26])[N:10]=1. (5) Given the reactants [Cl:1][C:2]1[CH:9]=[CH:8][C:7]([N+:10]([O-:12])=[O:11])=[CH:6][C:3]=1[CH:4]=O.[CH3:13][NH:14][CH3:15], predict the reaction product. The product is: [Cl:1][C:2]1[CH:9]=[CH:8][C:7]([N+:10]([O-:12])=[O:11])=[CH:6][C:3]=1[CH2:4][N:14]([CH3:15])[CH3:13]. (6) Given the reactants [F:1][C:2]([F:33])([F:32])[C:3]1[CH:4]=[C:5]([C@H:13]2[O:17][C:16](=[O:18])[N:15]([CH2:19][C:20]3[CH:25]=[C:24]([C:26]([F:29])([F:28])[F:27])[CH:23]=[CH:22][C:21]=3I)[C@H:14]2[CH3:31])[CH:6]=[C:7]([C:9]([F:12])([F:11])[F:10])[CH:8]=1.[N:34]1([C:39]2[CH:40]=[C:41](B(O)O)[CH:42]=[CH:43][CH:44]=2)[CH:38]=[CH:37][CH:36]=[N:35]1.C(=O)([O-])[O-].[Na+].[Na+].CCOC(C)=O, predict the reaction product. The product is: [F:1][C:2]([F:33])([F:32])[C:3]1[CH:4]=[C:5]([C@H:13]2[O:17][C:16](=[O:18])[N:15]([CH2:19][C:20]3[CH:25]=[C:24]([C:26]([F:29])([F:28])[F:27])[CH:23]=[CH:22][C:21]=3[C:43]3[CH:42]=[CH:41][CH:40]=[C:39]([N:34]4[CH:38]=[CH:37][CH:36]=[N:35]4)[CH:44]=3)[C@H:14]2[CH3:31])[CH:6]=[C:7]([C:9]([F:12])([F:11])[F:10])[CH:8]=1. (7) Given the reactants [NH2:1][C:2]1[CH:11]=[C:10]2[C:5]([CH2:6][CH2:7][CH2:8][N:9]2C(=O)C(F)(F)F)=[CH:4][CH:3]=1.[CH3:18][C:19]1[N:27]=[C:26]([C:28]2[CH:33]=[CH:32][C:31]([F:34])=[C:30]([F:35])[CH:29]=2)[CH:25]=[CH:24][C:20]=1[C:21](O)=[O:22].Cl, predict the reaction product. The product is: [F:35][C:30]1[CH:29]=[C:28]([C:26]2[CH:25]=[CH:24][C:20]([C:21]([NH:1][C:2]3[CH:11]=[C:10]4[C:5]([CH2:6][CH2:7][CH2:8][NH:9]4)=[CH:4][CH:3]=3)=[O:22])=[C:19]([CH3:18])[N:27]=2)[CH:33]=[CH:32][C:31]=1[F:34].